This data is from Acute oral toxicity (LD50) regression data from Zhu et al.. The task is: Regression/Classification. Given a drug SMILES string, predict its toxicity properties. Task type varies by dataset: regression for continuous values (e.g., LD50, hERG inhibition percentage) or binary classification for toxic/non-toxic outcomes (e.g., AMES mutagenicity, cardiotoxicity, hepatotoxicity). Dataset: ld50_zhu. (1) The drug is CC(C)NC(=O)OCC(O)C1COc2ccccc2O1. The rat oral LD50 is 2.27, given as -log10 of the dose in mol/kg body weight (higher means more acutely toxic). (2) The drug is COCCCO. The rat oral LD50 is 1.20, given as -log10 of the dose in mol/kg body weight (higher means more acutely toxic).